Dataset: Forward reaction prediction with 1.9M reactions from USPTO patents (1976-2016). Task: Predict the product of the given reaction. (1) Given the reactants [Cl:1][C:2]1[CH:7]=[CH:6][CH:5]=[CH:4][C:3]=1[CH:8]([OH:29])[C:9]1[S:13][C:12]([NH:14][C:15]([C:17]2([C:20]3[CH:28]=[CH:27][C:23]4[O:24][CH2:25][O:26][C:22]=4[CH:21]=3)[CH2:19][CH2:18]2)=[O:16])=[N:11][CH:10]=1.[C:30]1(C)C=CC(S(O)(=O)=O)=CC=1.CO, predict the reaction product. The product is: [Cl:1][C:2]1[CH:7]=[CH:6][CH:5]=[CH:4][C:3]=1[CH:8]([O:29][CH3:30])[C:9]1[S:13][C:12]([NH:14][C:15]([C:17]2([C:20]3[CH:28]=[CH:27][C:23]4[O:24][CH2:25][O:26][C:22]=4[CH:21]=3)[CH2:18][CH2:19]2)=[O:16])=[N:11][CH:10]=1. (2) Given the reactants [C:1]([C:4]1[CH:9]=[CH:8][CH:7]=[C:6]([C:10](=O)[CH3:11])[N:5]=1)(=O)[CH3:2].[CH3:13][C:14]1[CH:20]=[CH:19][CH:18]=[C:17]([CH:21]([CH3:23])[CH3:22])[C:15]=1[NH2:16], predict the reaction product. The product is: [CH3:13][C:14]1[CH:20]=[CH:19][CH:18]=[C:17]([CH:21]([CH3:23])[CH3:22])[C:15]=1[N:16]=[C:1]([C:4]1[CH:9]=[CH:8][CH:7]=[C:6]([C:10](=[N:16][C:15]2[C:17]([CH:21]([CH3:22])[CH3:23])=[CH:18][CH:19]=[CH:20][C:14]=2[CH3:13])[CH3:11])[N:5]=1)[CH3:2].